This data is from Full USPTO retrosynthesis dataset with 1.9M reactions from patents (1976-2016). The task is: Predict the reactants needed to synthesize the given product. (1) Given the product [Br:14][C:5]1[C:4](=[O:12])[N:3]([CH3:13])[C:2]([Cl:1])=[C:7]([C:8]([O:10][CH3:11])=[O:9])[CH:6]=1, predict the reactants needed to synthesize it. The reactants are: [Cl:1][C:2]1[N:3]([CH3:13])[C:4](=[O:12])[CH:5]=[CH:6][C:7]=1[C:8]([O:10][CH3:11])=[O:9].[Br:14]N1C(=O)CCC1=O. (2) Given the product [F:30][C:2]([F:1])([F:31])[C:3]1[CH:8]=[CH:7][CH:6]=[CH:5][C:4]=1[C:9]1[CH2:29][C@@H:12]2[CH2:13][N:14]([C:16]([NH:18][C:19]3[CH:28]=[CH:27][CH:26]=[CH:25][C:20]=3[C:21]([OH:23])=[O:22])=[O:17])[CH2:15][C@@H:11]2[CH:10]=1, predict the reactants needed to synthesize it. The reactants are: [F:1][C:2]([F:31])([F:30])[C:3]1[CH:8]=[CH:7][CH:6]=[CH:5][C:4]=1[C:9]1[CH2:10][C@@H:11]2[CH2:15][N:14]([C:16]([NH:18][C:19]3[CH:28]=[CH:27][CH:26]=[CH:25][C:20]=3[C:21]([O:23]C)=[O:22])=[O:17])[CH2:13][C@@H:12]2[CH:29]=1.O[Li].O.Cl. (3) Given the product [NH2:7][C:8]1[N:9]=[C:10]([CH3:22])[C:11]2[CH:17]=[C:16]([C:6]#[C:5][Si:2]([CH3:4])([CH3:3])[CH3:1])[C:15](=[O:19])[N:14]([CH2:20][CH3:21])[C:12]=2[N:13]=1, predict the reactants needed to synthesize it. The reactants are: [CH3:1][Si:2]([C:5]#[CH:6])([CH3:4])[CH3:3].[NH2:7][C:8]1[N:9]=[C:10]([CH3:22])[C:11]2[CH:17]=[C:16](Br)[C:15](=[O:19])[N:14]([CH2:20][CH3:21])[C:12]=2[N:13]=1.C([O-])(O)=O.[Na+]. (4) Given the product [F:1][C:2]1[C:21]([I:22])=[CH:20][C:5]2[C:6]3[N:10]=[C:9]([C:11]([O:13][CH2:14][CH3:15])=[O:12])[N:8]([CH3:23])[C:7]=3[CH:16]3[CH2:19][CH:18]([C:4]=2[CH:3]=1)[CH2:17]3, predict the reactants needed to synthesize it. The reactants are: [F:1][C:2]1[C:21]([I:22])=[CH:20][C:5]2[C:6]3[N:10]=[C:9]([C:11]([O:13][CH2:14][CH3:15])=[O:12])[NH:8][C:7]=3[CH:16]3[CH2:19][CH:18]([C:4]=2[CH:3]=1)[CH2:17]3.[C:23](=O)([O-])[O-].[K+].[K+].CI. (5) Given the product [NH2:19][C:3]1[CH:4]=[C:5]2[C:10](=[CH:11][C:2]=1[F:1])[CH2:9][N:8]([C:12]([O:14][C:15]([CH3:18])([CH3:17])[CH3:16])=[O:13])[CH2:7][CH2:6]2, predict the reactants needed to synthesize it. The reactants are: [F:1][C:2]1[CH:11]=[C:10]2[C:5]([CH2:6][CH2:7][N:8]([C:12]([O:14][C:15]([CH3:18])([CH3:17])[CH3:16])=[O:13])[CH2:9]2)=[CH:4][C:3]=1[N+:19]([O-])=O. (6) Given the product [C:1]([O:5][C:6]([NH:8][CH2:9][CH2:10][O:11][C:12]1[CH:20]=[C:19]([O:21][CH3:22])[CH:18]=[CH:17][C:13]=1[C:14]([NH:44][C:39]1[C:38]([NH:37][C:35](=[O:36])[C:34]2[CH:33]=[CH:32][C:31]([O:30][CH3:29])=[CH:46][CH:45]=2)=[CH:43][CH:42]=[CH:41][CH:40]=1)=[O:16])=[O:7])([CH3:2])([CH3:3])[CH3:4], predict the reactants needed to synthesize it. The reactants are: [C:1]([O:5][C:6]([NH:8][CH2:9][CH2:10][O:11][C:12]1[CH:20]=[C:19]([O:21][CH3:22])[CH:18]=[CH:17][C:13]=1[C:14]([OH:16])=O)=[O:7])([CH3:4])([CH3:3])[CH3:2].C(Cl)(=O)C(Cl)=O.[CH3:29][O:30][C:31]1[CH:46]=[CH:45][C:34]([C:35]([NH:37][C:38]2[C:39]([NH2:44])=[CH:40][CH:41]=[CH:42][CH:43]=2)=[O:36])=[CH:33][CH:32]=1. (7) Given the product [I:19][C:17]1[CH:16]=[N:15][N:14]([C:11]2[CH:10]=[CH:9][C:8]([O:7][CH3:6])=[CH:13][CH:12]=2)[CH:18]=1, predict the reactants needed to synthesize it. The reactants are: C([O-])(=O)C.[Na+].[CH3:6][O:7][C:8]1[CH:13]=[CH:12][C:11]([N:14]2[CH:18]=[CH:17][CH:16]=[N:15]2)=[CH:10][CH:9]=1.[I:19]I.[I-].[K+].[O-]S([O-])=O.[Na+].[Na+].